Dataset: Catalyst prediction with 721,799 reactions and 888 catalyst types from USPTO. Task: Predict which catalyst facilitates the given reaction. (1) Reactant: C[O:2][C:3]([CH:5]1[CH2:13][C:12]2[C:7](=[CH:8][CH:9]=[C:10]([F:14])[CH:11]=2)[CH2:6]1)=[O:4]. Product: [F:14][C:10]1[CH:11]=[C:12]2[C:7](=[CH:8][CH:9]=1)[CH2:6][CH:5]([C:3]([OH:4])=[O:2])[CH2:13]2. The catalyst class is: 52. (2) Reactant: [CH3:1][O:2][C:3]1[CH:8]=[C:7]([O:9][C:10]([F:13])([F:12])[F:11])[CH:6]=[CH:5][C:4]=1[C:14]1[N:19]=[C:18]2[C:20]([CH3:28])=[CH:21][N:22]([C@@H:23]([CH2:26][CH3:27])[CH2:24][OH:25])[C:17]2=[CH:16][C:15]=1[CH3:29].[H-].[Na+].[CH3:32]I. Product: [CH3:32][O:25][CH2:24][C@@H:23]([N:22]1[C:17]2[C:18](=[N:19][C:14]([C:4]3[CH:5]=[CH:6][C:7]([O:9][C:10]([F:12])([F:13])[F:11])=[CH:8][C:3]=3[O:2][CH3:1])=[C:15]([CH3:29])[CH:16]=2)[C:20]([CH3:28])=[CH:21]1)[CH2:26][CH3:27]. The catalyst class is: 1.